This data is from Reaction yield outcomes from USPTO patents with 853,638 reactions. The task is: Predict the reaction yield, written as a fraction of the theoretical maximum amount of product (1.0 means a 100% yield; for example, 0.34 means a 34% yield). (1) The reactants are C([O:8][C:9](=O)[NH:10][CH:11]([C:16]([N:18]1[CH2:22][CH2:21][CH2:20][CH:19]1[C:23](=[O:34])[NH:24][CH:25]1[CH2:29][C:28](=[O:30])[O:27][CH:26]1[O:31][CH2:32][CH3:33])=[O:17])[C:12]([CH3:15])([CH3:14])[CH3:13])C1C=CC=CC=1.[H][H].[NH2:38][C:39]1[CH:47]=[CH:46][C:42](C(O)=O)=[CH:41][C:40]=1[Cl:48].C(Cl)CCl.C(N(C(C)C)CC)(C)C. The catalyst is C(O)C.C(OCC)(=O)C.[OH-].[OH-].[Pd+2]. The product is [CH2:32]([O:31][CH:26]1[CH:25]([NH:24][C:23]([CH:19]2[CH2:20][CH2:21][CH2:22][N:18]2[C:16](=[O:17])[CH:11]([NH:10][C:9](=[O:8])[C:42]2[CH:46]=[CH:47][C:39]([NH2:38])=[C:40]([Cl:48])[CH:41]=2)[C:12]([CH3:13])([CH3:15])[CH3:14])=[O:34])[CH2:29][C:28](=[O:30])[O:27]1)[CH3:33]. The yield is 0.620. (2) The reactants are NC12CC3CC(CC(N[C:13]([C:15]4[CH:20]=[CH:19][CH:18]=[C:17]([CH3:21])[N:16]=4)=[O:14])(C3)C1)C2.Cl.[CH3:23][O:24][C:25]([C:27]12[CH2:36][CH:31]3[CH2:32][CH:33]([CH2:35][C:29]([NH2:37])([CH2:30]3)[CH2:28]1)[CH2:34]2)=[O:26].CC1N=C(C(O)=O)C=CC=1. No catalyst specified. The product is [CH3:23][O:24][C:25]([C:27]12[CH2:36][CH:31]3[CH2:32][CH:33]([CH2:35][C:29]([NH:37][C:13]([C:15]4[CH:20]=[CH:19][CH:18]=[C:17]([CH3:21])[N:16]=4)=[O:14])([CH2:30]3)[CH2:28]1)[CH2:34]2)=[O:26]. The yield is 0.750. (3) The reactants are [C:1]([O:5][C:6]([C@H:8]1[C@H:11]([CH2:12][CH3:13])[CH2:10][N:9]1C(C1C=CC=CC=1)C1C=CC=CC=1)=[O:7])([CH3:4])([CH3:3])[CH3:2].C(Cl)(=O)C. The catalyst is CO.[OH-].[OH-].[Pd+2]. The product is [C:1]([O:5][C:6]([C@H:8]1[C@H:11]([CH2:12][CH3:13])[CH2:10][NH:9]1)=[O:7])([CH3:4])([CH3:3])[CH3:2]. The yield is 1.00. (4) The reactants are [N+:1]([C:4]1[N:5]=[CH:6][NH:7][CH:8]=1)([O-:3])=[O:2].I[CH:10]1[CH2:13][O:12][CH2:11]1.C([O-])([O-])=O.[Cs+].[Cs+]. The catalyst is O1CCOCC1. The product is [N+:1]([C:4]1[N:5]=[CH:6][N:7]([CH:10]2[CH2:13][O:12][CH2:11]2)[CH:8]=1)([O-:3])=[O:2]. The yield is 0.330. (5) The reactants are [F:1][C:2]1[N:10]=[CH:9][CH:8]=[CH:7][C:3]=1[C:4]([OH:6])=O.[CH2:11]([NH2:19])[CH2:12][C:13]1[CH:18]=[CH:17][CH:16]=[CH:15][CH:14]=1.C(N(CC)CC)C.F[P-](F)(F)(F)(F)F.N1(OC(N(C)C)=[N+](C)C)C2N=CC=CC=2N=N1. The catalyst is C(#N)C. The product is [F:1][C:2]1[N:10]=[CH:9][CH:8]=[CH:7][C:3]=1[C:4]([NH:19][CH2:11][CH2:12][C:13]1[CH:18]=[CH:17][CH:16]=[CH:15][CH:14]=1)=[O:6]. The yield is 0.143. (6) The reactants are [CH2:1]([O:3][C:4]([C:6]1([C:9]2[CH:14]=[CH:13][C:12]([C:15]3[CH:20]=[CH:19][C:18]([C:21]4[S:22][C:23]([Cl:29])=[CH:24][C:25]=4C(=O)N)=[CH:17][CH:16]=3)=[CH:11][CH:10]=2)[CH2:8][CH2:7]1)=[O:5])[CH3:2].[N:30]1[CH:35]=CC=CC=1.FC(F)(F)C(OI(C1C=CC=CC=1)OC(=O)C(F)(F)F)=[O:39].[S:57]1[CH:61]=[CH:60][C:59]([C@H:62]([OH:64])[CH3:63])=[CH:58]1. The catalyst is C1(C)C=CC=CC=1.O.C(OCC)(=O)C. The product is [CH2:1]([O:3][C:4]([C:6]1([C:9]2[CH:10]=[CH:11][C:12]([C:15]3[CH:16]=[CH:17][C:18]([C:21]4[S:22][C:23]([Cl:29])=[CH:24][C:25]=4[NH:30][C:35]([O:64][C@@H:62]([C:59]4[CH:60]=[CH:61][S:57][CH:58]=4)[CH3:63])=[O:39])=[CH:19][CH:20]=3)=[CH:13][CH:14]=2)[CH2:8][CH2:7]1)=[O:5])[CH3:2]. The yield is 0.790. (7) The reactants are [F:1][C:2]1[CH:7]=[CH:6][CH:5]=[CH:4][C:3]=1[C:8]1[NH:16][C:11]2[CH:12]=[N:13][CH:14]=[CH:15][C:10]=2[N:9]=1.[OH-].[Na+].Cl[CH2:20][C:21]1[O:25][N:24]=[C:23]([C:26]2[CH:31]=[CH:30][C:29]([Cl:32])=[CH:28][CH:27]=2)[CH:22]=1. The catalyst is CN(C=O)C. The product is [Cl:32][C:29]1[CH:28]=[CH:27][C:26]([C:23]2[CH:22]=[C:21]([CH2:20][N:13]3[CH:14]=[CH:15][C:10]4=[N:9][C:8]([C:3]5[CH:4]=[CH:5][CH:6]=[CH:7][C:2]=5[F:1])=[N:16][C:11]4=[CH:12]3)[O:25][N:24]=2)=[CH:31][CH:30]=1. The yield is 0.740.